Dataset: Full USPTO retrosynthesis dataset with 1.9M reactions from patents (1976-2016). Task: Predict the reactants needed to synthesize the given product. (1) Given the product [NH2:11][CH2:2][C:3]1[CH:4]=[N:5][CH:6]=[C:7]([CH:10]=1)[C:8]#[N:9], predict the reactants needed to synthesize it. The reactants are: Cl[CH2:2][C:3]1[CH:4]=[N:5][CH:6]=[C:7]([CH:10]=1)[C:8]#[N:9].[NH3:11]. (2) Given the product [CH3:29][C:28]1([CH3:30])[O:24][C@H:5]2[C@H:6]([N:8]3[C:12]4[N:13]=[CH:14][N:15]=[C:16]([S:17][C:18]5[CH:19]=[CH:20][CH:21]=[CH:22][CH:23]=5)[C:11]=4[CH:10]=[CH:9]3)[CH2:7][C@@H:3]([CH2:2][OH:1])[C@H:4]2[O:25]1, predict the reactants needed to synthesize it. The reactants are: [OH:1][CH2:2][C@@H:3]1[CH2:7][C@@H:6]([N:8]2[C:12]3[N:13]=[CH:14][N:15]=[C:16]([S:17][C:18]4[CH:23]=[CH:22][CH:21]=[CH:20][CH:19]=4)[C:11]=3[CH:10]=[CH:9]2)[C@H:5]([OH:24])[C@@H:4]1[OH:25].CO[C:28](OC)([CH3:30])[CH3:29].O.C1(C)C=CC(S(O)(=O)=O)=CC=1. (3) Given the product [S:25]1[CH:26]=[CH:27][N:28]=[C:24]1[NH:23][S:17]([C:14]1[CH:15]=[CH:16][C:11]([CH:8]2[CH2:9][CH2:10][N:5]([C:3](=[O:4])[C:2]([F:22])([F:21])[F:1])[CH2:6][CH2:7]2)=[CH:12][CH:13]=1)(=[O:19])=[O:18], predict the reactants needed to synthesize it. The reactants are: [F:1][C:2]([F:22])([F:21])[C:3]([N:5]1[CH2:10][CH2:9][CH:8]([C:11]2[CH:16]=[CH:15][C:14]([S:17](Cl)(=[O:19])=[O:18])=[CH:13][CH:12]=2)[CH2:7][CH2:6]1)=[O:4].[NH2:23][C:24]1[S:25][CH:26]=[CH:27][N:28]=1. (4) Given the product [CH3:29][O:28][CH2:27][CH2:26][S:22][C:12]1[N:11]([C:8]2[CH:9]=[CH:10][C:5]([O:4][CH2:3][C:2]([F:1])([F:23])[F:24])=[CH:6][CH:7]=2)[C:16](=[O:17])[C:15]2[CH2:18][C:19](=[O:21])[NH:20][C:14]=2[N:13]=1, predict the reactants needed to synthesize it. The reactants are: [F:1][C:2]([F:24])([F:23])[CH2:3][O:4][C:5]1[CH:10]=[CH:9][C:8]([N:11]2[C:16](=[O:17])[C:15]3[CH2:18][C:19](=[O:21])[NH:20][C:14]=3[NH:13][C:12]2=[S:22])=[CH:7][CH:6]=1.Br[CH2:26][CH2:27][O:28][CH3:29].C(=O)([O-])O.[Na+].C(O)(=O)CC(CC(O)=O)(C(O)=O)O.